From a dataset of Reaction yield outcomes from USPTO patents with 853,638 reactions. Predict the reaction yield, written as a fraction of the theoretical maximum amount of product (1.0 means a 100% yield; for example, 0.34 means a 34% yield). (1) The reactants are [FH:1].[FH:2].F.C(N(CC)CC)C.[N:11]1[N:12]=[N:13][N:14]2[CH2:20][CH2:19][C:18](=O)[CH2:17][CH2:16][C:15]=12.C(=O)(O)[O-].[Na+]. The catalyst is ClCCl. The product is [F:1][C:18]1([F:2])[CH2:19][CH2:20][N:14]2[N:13]=[N:12][N:11]=[C:15]2[CH2:16][CH2:17]1. The yield is 0.660. (2) The reactants are Cl[C:2]1[CH:7]=[CH:6][N:5]=[C:4]2[CH:8]=[C:9]([S:11][CH3:12])[S:10][C:3]=12.[F:13][C:14]1[CH:19]=[C:18]([N+:20]([O-:22])=[O:21])[CH:17]=[CH:16][C:15]=1[OH:23].C(=O)([O-])[O-].[Na+].[Na+]. The catalyst is C1(OC2C=CC=CC=2)C=CC=CC=1. The product is [F:13][C:14]1[CH:19]=[C:18]([N+:20]([O-:22])=[O:21])[CH:17]=[CH:16][C:15]=1[O:23][C:2]1[CH:7]=[CH:6][N:5]=[C:4]2[CH:8]=[C:9]([S:11][CH3:12])[S:10][C:3]=12. The yield is 0.860. (3) The reactants are [CH2:1]([N:8]1[CH2:13][CH2:12][C:11](=O)[CH:10](C(OCC)=O)[CH2:9]1)[C:2]1[CH:7]=[CH:6][CH:5]=[CH:4][CH:3]=1.[CH3:20][C:21]1[CH:22]=[C:23]([NH2:29])[C:24]([NH2:28])=[CH:25][C:26]=1[CH3:27].[C:30](OCC)(=[O:32])C.CO. The catalyst is C1(C)C(C)=CC=CC=1. The product is [CH3:20][C:21]1[C:26]([CH3:27])=[CH:25][C:24]2[N:28]([C:11]3[CH2:12][CH2:13][N:8]([CH2:1][C:2]4[CH:3]=[CH:4][CH:5]=[CH:6][CH:7]=4)[CH2:9][CH:10]=3)[C:30](=[O:32])[NH:29][C:23]=2[CH:22]=1. The yield is 0.350. (4) The reactants are [Cl:1][C:2]1[CH:3]=[C:4]([C:9]2([CH3:24])[CH:18]([C:19]([O:21][CH3:22])=[O:20])[CH:17](O)[C:16]3[C:11](=[CH:12][CH:13]=[CH:14][CH:15]=3)[O:10]2)[CH:5]=[CH:6][C:7]=1[Cl:8].C(N(CC)CC)C.CS(Cl)(=O)=O.N12CCCN=C1CCCCC2. The catalyst is ClCCl.C(OCC)(=O)C. The product is [Cl:1][C:2]1[CH:3]=[C:4]([C:9]2([CH3:24])[C:18]([C:19]([O:21][CH3:22])=[O:20])=[CH:17][C:16]3[C:11](=[CH:12][CH:13]=[CH:14][CH:15]=3)[O:10]2)[CH:5]=[CH:6][C:7]=1[Cl:8]. The yield is 0.460. (5) The reactants are [CH:1]([C:3]1[CH:4]=[CH:5][C:6]2[N:7]([C:9]([CH2:12][NH:13][C:14](=[O:20])[O:15][C:16]([CH3:19])([CH3:18])[CH3:17])=[N:10][N:11]=2)[N:8]=1)=C.O.I([O-])(=O)(=O)=[O:23].[Na+]. The catalyst is C1COCC1.[Os](=O)(=O)(=O)=O. The product is [CH:1]([C:3]1[CH:4]=[CH:5][C:6]2[N:7]([C:9]([CH2:12][NH:13][C:14](=[O:20])[O:15][C:16]([CH3:19])([CH3:18])[CH3:17])=[N:10][N:11]=2)[N:8]=1)=[O:23]. The yield is 0.720.